Predict the product of the given reaction. From a dataset of Forward reaction prediction with 1.9M reactions from USPTO patents (1976-2016). (1) Given the reactants [Br:1]N1C(=O)CCC1=O.CC(N=NC(C#N)(C)C)(C#N)C.[CH3:21][O:22][C:23](=[O:33])[C:24]1[CH:29]=[CH:28][CH:27]=[C:26](Br)[C:25]=1[CH2:31][Br:32], predict the reaction product. The product is: [CH3:21][O:22][C:23](=[O:33])[C:24]1[CH:29]=[C:28]([Br:1])[CH:27]=[CH:26][C:25]=1[CH2:31][Br:32]. (2) Given the reactants [C:1]([O:5][C:6](=[O:21])[NH:7][C:8]1[CH:13]=[C:12]([NH:14][CH2:15][CH:16]([CH3:18])[CH3:17])[C:11]([Cl:19])=[CH:10][C:9]=1[NH2:20])([CH3:4])([CH3:3])[CH3:2].C([O:26][C:27](=O)[CH2:28][C:29](=[O:41])[C:30]1[CH:35]=[CH:34][CH:33]=[C:32]([N:36]2[CH:40]=[CH:39][N:38]=[N:37]2)[CH:31]=1)(C)(C)C, predict the reaction product. The product is: [C:1]([O:5][C:6](=[O:21])[NH:7][C:8]1[CH:13]=[C:12]([NH:14][CH2:15][CH:16]([CH3:17])[CH3:18])[C:11]([Cl:19])=[CH:10][C:9]=1[NH:20][C:27](=[O:26])[CH2:28][C:29](=[O:41])[C:30]1[CH:35]=[CH:34][CH:33]=[C:32]([N:36]2[CH:40]=[CH:39][N:38]=[N:37]2)[CH:31]=1)([CH3:3])([CH3:2])[CH3:4]. (3) Given the reactants [N:1]1([C:7]([C:9]2[C:10]3[CH2:27][S:26](=[O:29])(=[O:28])[C:25]4[CH:24]=[CH:23][CH:22]=[CH:21][C:20]=4[C:11]=3[N:12]([CH:14]3[CH2:19][CH2:18][NH:17][CH2:16][CH2:15]3)[N:13]=2)=[O:8])[CH2:6][CH2:5][O:4][CH2:3][CH2:2]1.C(N(CC)CC)C.[CH3:37][S:38](Cl)(=[O:40])=[O:39].O, predict the reaction product. The product is: [CH3:37][S:38]([N:17]1[CH2:18][CH2:19][CH:14]([N:12]2[C:11]3[C:20]4[CH:21]=[CH:22][CH:23]=[CH:24][C:25]=4[S:26](=[O:29])(=[O:28])[CH2:27][C:10]=3[C:9]([C:7]([N:1]3[CH2:2][CH2:3][O:4][CH2:5][CH2:6]3)=[O:8])=[N:13]2)[CH2:15][CH2:16]1)(=[O:40])=[O:39]. (4) Given the reactants [CH2:1]([Mg]Cl)[CH3:2].B(F)(F)F.CCOCC.[CH3:14][O:15][C:16]([C@@H:18]1[CH2:22][CH2:21][CH:20](OC(=O)C)[N:19]1[C:27]([O:29][C:30]([CH3:33])([CH3:32])[CH3:31])=[O:28])=[O:17], predict the reaction product. The product is: [CH3:14][O:15][C:16]([C@@H:18]1[CH2:22][CH2:21][C@@H:20]([CH2:1][CH3:2])[N:19]1[C:27]([O:29][C:30]([CH3:31])([CH3:32])[CH3:33])=[O:28])=[O:17]. (5) Given the reactants C1N=CN([C:6](N2C=NC=C2)=[O:7])C=1.[NH2:13][C:14]1[C:19]([CH2:20][NH:21][CH2:22][C:23]([O:25][CH2:26][CH3:27])=[O:24])=[CH:18][C:17]([Br:28])=[CH:16][N:15]=1, predict the reaction product. The product is: [Br:28][C:17]1[CH:16]=[N:15][C:14]2[NH:13][C:6](=[O:7])[N:21]([CH2:22][C:23]([O:25][CH2:26][CH3:27])=[O:24])[CH2:20][C:19]=2[CH:18]=1. (6) Given the reactants [CH:1](=O)[C:2]1[CH:7]=[CH:6][CH:5]=[CH:4][CH:3]=1.[NH2:9][C:10]1[CH:11]=[C:12]([CH:17]=[C:18]([O:20][CH3:21])[CH:19]=1)[O:13][CH2:14][CH2:15][OH:16], predict the reaction product. The product is: [CH:1](=[N:9][C:10]1[CH:11]=[C:12]([CH:17]=[C:18]([O:20][CH3:21])[CH:19]=1)[O:13][CH2:14][CH2:15][OH:16])[C:2]1[CH:7]=[CH:6][CH:5]=[CH:4][CH:3]=1. (7) The product is: [Br:1][C:2]1[CH:3]=[C:4]2[C:9](=[CH:10][C:11]=1[F:12])[O:8][C:7]([CH2:14][CH2:15][O:16][CH2:25][O:26][CH3:27])([CH3:13])[CH2:6][C:5]2=[O:17]. Given the reactants [Br:1][C:2]1[CH:3]=[C:4]2[C:9](=[CH:10][C:11]=1[F:12])[O:8][C:7]([CH2:14][CH2:15][OH:16])([CH3:13])[CH2:6][C:5]2=[O:17].C(N(CC)CC)C.[CH2:25](Cl)[O:26][CH3:27], predict the reaction product. (8) Given the reactants [Cl:1][C:2]1[N:7]=[C:6](Cl)[CH:5]=[C:4]([CH2:9][CH2:10][CH3:11])[N:3]=1.[CH3:12][NH:13][C@H:14]1[CH2:18][CH2:17][NH:16][CH2:15]1, predict the reaction product. The product is: [Cl:1][C:2]1[N:7]=[C:6]([N:16]2[CH2:17][CH2:18][C@H:14]([NH:13][CH3:12])[CH2:15]2)[CH:5]=[C:4]([CH2:9][CH2:10][CH3:11])[N:3]=1. (9) Given the reactants C1OC2C(=CSC=2)[O:3]C1CO.[CH:12]1([N:18]=[C:19]=[N:20][CH:21]2[CH2:26][CH2:25][CH2:24][CH2:23][CH2:22]2)[CH2:17][CH2:16][CH2:15][CH2:14][CH2:13]1.C(C1C=CC(C2C=CC(OC(CCC)C(O)=O)=CC=2)=CC=1)#N, predict the reaction product. The product is: [CH:21]1([NH:20][C:19]([NH:18][CH:12]2[CH2:13][CH2:14][CH2:15][CH2:16][CH2:17]2)=[O:3])[CH2:26][CH2:25][CH2:24][CH2:23][CH2:22]1. (10) Given the reactants [Cl:1][C:2]1[CH:7]=[CH:6][CH:5]=[CH:4][C:3]=1[CH:8]([O:10][C:11](=[O:27])[NH:12][C:13]1[C:14]([CH3:26])=[N:15][O:16][C:17]=1[C:18]1[CH:23]=[CH:22][C:21]([CH2:24]Cl)=[CH:20][CH:19]=1)[CH3:9].[F:28][C:29]([F:41])([F:40])[C:30]1[C:34]([C:35]([O:37][CH2:38][CH3:39])=[O:36])=[CH:33][NH:32][N:31]=1.C(=O)([O-])[O-].[Cs+].[Cs+], predict the reaction product. The product is: [CH2:38]([O:37][C:35]([C:34]1[CH:33]=[N:32][N:31]([CH2:24][C:21]2[CH:22]=[CH:23][C:18]([C:17]3[O:16][N:15]=[C:14]([CH3:26])[C:13]=3[NH:12][C:11]([O:10][CH:8]([C:3]3[CH:4]=[CH:5][CH:6]=[CH:7][C:2]=3[Cl:1])[CH3:9])=[O:27])=[CH:19][CH:20]=2)[C:30]=1[C:29]([F:40])([F:41])[F:28])=[O:36])[CH3:39].